Task: Predict the reactants needed to synthesize the given product.. Dataset: Full USPTO retrosynthesis dataset with 1.9M reactions from patents (1976-2016) Given the product [CH2:31]([NH:30][C:28]([NH:27][C:25]1[S:26][C:22]2[C:21]([C:34]3[CH:39]=[CH:38][CH:37]=[CH:36][N:35]=3)=[CH:20][C:19]([C:16]3[CH:15]=[N:14][C:13](/[CH:12]=[CH:40]/[CH3:41])=[N:18][CH:17]=3)=[CH:33][C:23]=2[N:24]=1)=[O:29])[CH3:32], predict the reactants needed to synthesize it. The reactants are: C[O-].[Na+].C(OP([CH2:12][C:13]1[N:18]=[CH:17][C:16]([C:19]2[CH:20]=[C:21]([C:34]3[CH:39]=[CH:38][CH:37]=[CH:36][N:35]=3)[C:22]3[S:26][C:25]([NH:27][C:28]([NH:30][CH2:31][CH3:32])=[O:29])=[N:24][C:23]=3[CH:33]=2)=[CH:15][N:14]=1)(OCC)=O)C.[CH:40](=O)[CH3:41].